Dataset: Full USPTO retrosynthesis dataset with 1.9M reactions from patents (1976-2016). Task: Predict the reactants needed to synthesize the given product. (1) Given the product [CH3:1][N:2]1[C:6]([CH2:7][OH:8])=[CH:5][C:4]([O:11][CH2:12][C:13]2[C:14]([CH3:28])=[N:15][N:16]([C:18]3[CH:23]=[CH:22][C:21]([C:24]([F:27])([F:25])[F:26])=[CH:20][N:19]=3)[CH:17]=2)=[N:3]1, predict the reactants needed to synthesize it. The reactants are: [CH3:1][N:2]1[C:6]([C:7](OC)=[O:8])=[CH:5][C:4]([O:11][CH2:12][C:13]2[C:14]([CH3:28])=[N:15][N:16]([C:18]3[CH:23]=[CH:22][C:21]([C:24]([F:27])([F:26])[F:25])=[CH:20][N:19]=3)[CH:17]=2)=[N:3]1.[H-].C([Al+]CC(C)C)C(C)C.Cl. (2) Given the product [C:1]([NH:4][C:5]1[CH:6]=[C:7]([CH:15]=[CH:16][C:17]=1[C:18]([NH2:20])=[O:19])[C:8]([OH:10])=[O:9])(=[O:3])[CH3:2], predict the reactants needed to synthesize it. The reactants are: [C:1]([NH:4][C:5]1[CH:6]=[C:7]([CH:15]=[CH:16][C:17]=1[C:18]([NH2:20])=[O:19])[C:8]([O:10]C(C)(C)C)=[O:9])(=[O:3])[CH3:2]. (3) Given the product [C:12]([O:11][C:10](=[O:16])[NH:9][C:8]([N:17]1[CH2:21][CH2:20][C@H:19]([O:22][NH:23][C:24]([C@@H:26]2[CH2:32][CH2:31][C@@H:30]3[CH2:33][N:27]2[C:28](=[O:42])[N:29]3[OH:34])=[O:25])[CH2:18]1)=[N:7][C:6](=[O:43])[O:5][C:1]([CH3:4])([CH3:3])[CH3:2])([CH3:13])([CH3:14])[CH3:15], predict the reactants needed to synthesize it. The reactants are: [C:1]([O:5][C:6](=[O:43])[NH:7][C:8]([N:17]1[CH2:21][CH2:20][C@H:19]([O:22][NH:23][C:24]([C@@H:26]2[CH2:32][CH2:31][C@@H:30]3[CH2:33][N:27]2[C:28](=[O:42])[N:29]3[O:34]CC2C=CC=CC=2)=[O:25])[CH2:18]1)=[N:9][C:10](=[O:16])[O:11][C:12]([CH3:15])([CH3:14])[CH3:13])([CH3:4])([CH3:3])[CH3:2]. (4) Given the product [F:1][C:2]1[CH:3]=[CH:4][CH:5]=[C:6]2[C:11]=1[CH:10]=[CH:9][CH:8]=[C:7]2[NH:12][C:16](=[O:17])[CH3:15], predict the reactants needed to synthesize it. The reactants are: [F:1][C:2]1[C:11]2[C:6](=[C:7]([N+:12]([O-])=O)[CH:8]=[CH:9][CH:10]=2)[CH:5]=[CH:4][CH:3]=1.[CH3:15][C:16](OC(C)=O)=[O:17]. (5) The reactants are: [OH:1][CH2:2][CH:3]1[CH2:6][N:5]([C:7]([O:9][C:10]([CH3:13])([CH3:12])[CH3:11])=[O:8])[CH2:4]1.CCN(C(C)C)C(C)C.[CH3:23][S:24](Cl)(=[O:26])=[O:25]. Given the product [CH3:23][S:24]([O:1][CH2:2][CH:3]1[CH2:6][N:5]([C:7]([O:9][C:10]([CH3:13])([CH3:12])[CH3:11])=[O:8])[CH2:4]1)(=[O:26])=[O:25], predict the reactants needed to synthesize it. (6) Given the product [Br:1][C:2]1[C:3]([C:14]2[S:15][CH:16]([CH3:25])[C:17]([OH:23])([C:19]([F:22])([F:21])[F:20])[N:18]=2)=[CH:4][C:5]([NH:8][C:9]([NH:11][CH2:12][CH3:13])=[O:10])=[N:6][CH:7]=1, predict the reactants needed to synthesize it. The reactants are: [Br:1][C:2]1[C:3]([C:14]2[S:15][CH2:16][C:17]([OH:23])([C:19]([F:22])([F:21])[F:20])[N:18]=2)=[CH:4][C:5]([NH:8][C:9]([NH:11][CH2:12][CH3:13])=[O:10])=[N:6][CH:7]=1.Br[C:25]1C(C(=S)N)=CC(NC(NCC)=O)=NC=1.BrC(C)C(=O)C(F)(F)F.